This data is from Catalyst prediction with 721,799 reactions and 888 catalyst types from USPTO. The task is: Predict which catalyst facilitates the given reaction. (1) Reactant: [OH-].[Na+].[Cl:3][C:4]1[CH:5]=[C:6]([C:14]2[O:18][N:17]=[C:16]([C:19]3[CH:27]=[C:26]4[C:22]([C:23]([CH2:28][CH2:29][C:30]([O:32]CC)=[O:31])=[CH:24][NH:25]4)=[CH:21][CH:20]=3)[N:15]=2)[CH:7]=[N:8][C:9]=1[O:10][CH:11]([CH3:13])[CH3:12].Cl. Product: [Cl:3][C:4]1[CH:5]=[C:6]([C:14]2[O:18][N:17]=[C:16]([C:19]3[CH:27]=[C:26]4[C:22]([C:23]([CH2:28][CH2:29][C:30]([OH:32])=[O:31])=[CH:24][NH:25]4)=[CH:21][CH:20]=3)[N:15]=2)[CH:7]=[N:8][C:9]=1[O:10][CH:11]([CH3:13])[CH3:12]. The catalyst class is: 378. (2) Reactant: [Cl:1][C:2]1[CH:3]=[C:4]([O:12][C:13]2[C:35]([F:36])=[CH:34][C:16]([C:17]([NH:19][S:20](=[O:33])(=[O:32])[N:21](CC3C=CC(OC)=CC=3)[CH3:22])=[O:18])=[C:15]([F:37])[CH:14]=2)[CH:5]=[N:6][C:7]=1[O:8][CH:9]([CH3:11])[CH3:10].O1CCOCC1. Product: [Cl:1][C:2]1[CH:3]=[C:4]([O:12][C:13]2[C:35]([F:36])=[CH:34][C:16]([C:17]([NH:19][S:20]([NH:21][CH3:22])(=[O:32])=[O:33])=[O:18])=[C:15]([F:37])[CH:14]=2)[CH:5]=[N:6][C:7]=1[O:8][CH:9]([CH3:10])[CH3:11]. The catalyst class is: 33. (3) Reactant: [Br:1][C:2]1[CH:3]=[C:4]([C:8]#[C:9][CH2:10]OS(C)(=O)=O)[CH:5]=[N:6][CH:7]=1.C([O-])([O-])=O.[K+].[K+].Cl.[F:23][C:24]1([F:29])[CH2:28][CH2:27][NH:26][CH2:25]1.O. Product: [Br:1][C:2]1[CH:7]=[N:6][CH:5]=[C:4]([C:8]#[C:9][CH2:10][N:26]2[CH2:27][CH2:28][C:24]([F:29])([F:23])[CH2:25]2)[CH:3]=1. The catalyst class is: 3. (4) Reactant: [OH:1][CH2:2][C:3]1[CH:4]=[CH:5][C:6]2[S:7][CH2:8][C:9](=[O:13])[NH:10][C:11]=2[N:12]=1.C1COCC1. Product: [O:13]=[C:9]1[CH2:8][S:7][C:6]2[CH:5]=[CH:4][C:3]([CH:2]=[O:1])=[N:12][C:11]=2[NH:10]1. The catalyst class is: 327.